This data is from Forward reaction prediction with 1.9M reactions from USPTO patents (1976-2016). The task is: Predict the product of the given reaction. (1) Given the reactants Cl[CH2:2][C:3]([NH:5][C@H:6]([C:16]1[CH:21]=[CH:20][C:19]([Cl:22])=[CH:18][CH:17]=1)[C@@H:7]([C:9]1[CH:14]=[CH:13][CH:12]=[C:11]([Cl:15])[CH:10]=1)[OH:8])=[O:4].[H-].[Na+].[Cl-].[NH4+].C(OCC)(=O)C, predict the reaction product. The product is: [Cl:15][C:11]1[CH:10]=[C:9]([C@@H:7]2[C@@H:6]([C:16]3[CH:21]=[CH:20][C:19]([Cl:22])=[CH:18][CH:17]=3)[NH:5][C:3](=[O:4])[CH2:2][O:8]2)[CH:14]=[CH:13][CH:12]=1. (2) Given the reactants [CH3:1][O:2][C:3]1[CH:4]=[C:5]([C:9](=O)[CH3:10])[CH:6]=[CH:7][CH:8]=1.[NH2:12][C:13]1[S:14]/[C:15](=[CH:19]\[C:20]2[CH:25]=[C:24]([O:26][CH3:27])[C:23]([OH:28])=[C:22]([Cl:29])[CH:21]=2)/[C:16](=[O:18])[N:17]=1, predict the reaction product. The product is: [Cl:29][C:22]1[CH:21]=[C:20](/[CH:19]=[C:15]2/[C:16](=[O:18])[N:17]3[CH:10]=[C:9]([C:5]4[CH:6]=[CH:7][CH:8]=[C:3]([O:2][CH3:1])[CH:4]=4)[N:12]=[C:13]3[S:14]/2)[CH:25]=[C:24]([O:26][CH3:27])[C:23]=1[OH:28]. (3) Given the reactants [C:1]([C:4]1[CH:5]=[C:6]2[C:10](=[CH:11][CH:12]=1)[NH:9][C:8](=[O:13])[CH2:7]2)([OH:3])=[O:2].[NH:14]1[C:22]2[C:17](=[CH:18][CH:19]=[CH:20][CH:21]=2)[CH:16]=[C:15]1[CH:23]=O, predict the reaction product. The product is: [NH:14]1[C:22]2[C:17](=[CH:18][CH:19]=[CH:20][CH:21]=2)[CH:16]=[C:15]1[CH:23]=[C:7]1[C:6]2[C:10](=[CH:11][CH:12]=[C:4]([C:1]([OH:3])=[O:2])[CH:5]=2)[NH:9][C:8]1=[O:13]. (4) Given the reactants [Cl:1][C:2]1(C)[C:14]([CH3:15])=[C:13]2[C:5]([CH2:6][CH2:7][C:8]3([O:12]2)[CH2:11][CH2:10][CH2:9]3)=[CH:4][CH:3]1[OH:16].Cl.[CH3:19][N:20]([CH2:22][C:23](Cl)=[O:24])[CH3:21].Cl[CH2:27]Cl, predict the reaction product. The product is: [CH3:19][N:20]([CH2:22][C:23]([O:16][C:3]1[C:4]([CH3:27])=[C:5]2[C:13](=[C:14]([CH3:15])[C:2]=1[Cl:1])[O:12][C:8]1([CH2:11][CH2:10][CH2:9]1)[CH2:7][CH2:6]2)=[O:24])[CH3:21]. (5) Given the reactants [Si]([O:8][CH:9]([C:22]1[O:23][C:24]([C:27]2[CH:32]=[CH:31][CH:30]=[CH:29][C:28]=2[F:33])=[CH:25][N:26]=1)[CH2:10][CH2:11][CH2:12][CH2:13][CH2:14][CH2:15][C:16]1[CH:21]=[CH:20][CH:19]=[CH:18][CH:17]=1)(C(C)(C)C)(C)C.[Si](OC(C1OC([Sn](CCCC)(CCCC)CCCC)=CN=1)CCCCCCC1C=CC=CC=1)(C(C)(C)C)(C)C.FC1C=CC=CC=1I, predict the reaction product. The product is: [F:33][C:28]1[CH:29]=[CH:30][CH:31]=[CH:32][C:27]=1[C:24]1[O:23][C:22]([C:9](=[O:8])[CH2:10][CH2:11][CH2:12][CH2:13][CH2:14][CH2:15][C:16]2[CH:17]=[CH:18][CH:19]=[CH:20][CH:21]=2)=[N:26][CH:25]=1. (6) Given the reactants [CH3:1][O:2][C:3]1[CH:4]=[C:5]([S:11]([N:14]2[CH2:20][CH:19](O)[CH2:18][N:17]([S:22]([C:25]3[CH:30]=[CH:29][C:28]([O:31][CH3:32])=[C:27]([O:33][CH3:34])[CH:26]=3)(=[O:24])=[O:23])[CH2:16][CH2:15]2)(=[O:13])=[O:12])[CH:6]=[CH:7][C:8]=1[O:9][CH3:10].C(N(S(F)(F)[F:41])CC)C.C(=O)(O)[O-].[Na+].O, predict the reaction product. The product is: [CH3:1][O:2][C:3]1[CH:4]=[C:5]([S:11]([N:14]2[CH2:20][CH:19]([F:41])[CH2:18][N:17]([S:22]([C:25]3[CH:30]=[CH:29][C:28]([O:31][CH3:32])=[C:27]([O:33][CH3:34])[CH:26]=3)(=[O:24])=[O:23])[CH2:16][CH2:15]2)(=[O:13])=[O:12])[CH:6]=[CH:7][C:8]=1[O:9][CH3:10]. (7) Given the reactants [CH2:1]([O:3][C:4]([C:6]1[C:7](O)=[N:8][C:9]([CH2:12][CH2:13][CH2:14][N:15]2[C:23](=[O:24])[C:22]3[C:17](=[CH:18][CH:19]=[CH:20][CH:21]=3)[C:16]2=[O:25])=[N:10][CH:11]=1)=[O:5])[CH3:2].O=P(Cl)(Cl)[Cl:29].CCN(C1C=CC=CC=1)CC, predict the reaction product. The product is: [CH2:1]([O:3][C:4]([C:6]1[C:7]([Cl:29])=[N:8][C:9]([CH2:12][CH2:13][CH2:14][N:15]2[C:23](=[O:24])[C:22]3[C:17](=[CH:18][CH:19]=[CH:20][CH:21]=3)[C:16]2=[O:25])=[N:10][CH:11]=1)=[O:5])[CH3:2].